Dataset: Forward reaction prediction with 1.9M reactions from USPTO patents (1976-2016). Task: Predict the product of the given reaction. Given the reactants Br[C:2]1[N:3]=[CH:4][C:5]([F:32])=[C:6]2[C:10]([C:11](=[O:31])[C:12]([N:14]3[CH2:19][CH2:18][N:17]([C:20]4[N:24]([C:25]5[CH:30]=[CH:29][CH:28]=[CH:27][CH:26]=5)[N:23]=[N:22][N:21]=4)[CH2:16][CH2:15]3)=[O:13])=[CH:9][NH:8][C:7]=12.C([Sn]([C:46]#[N:47])(CCCC)CCCC)CCC.[O:48]1CCOCC1, predict the reaction product. The product is: [F:32][C:5]1[CH:4]=[N:3][C:2]([C:46]([NH2:47])=[O:48])=[C:7]2[NH:8][CH:9]=[C:10]([C:11](=[O:31])[C:12](=[O:13])[N:14]3[CH2:19][CH2:18][N:17]([C:20]4[N:24]([C:25]5[CH:30]=[CH:29][CH:28]=[CH:27][CH:26]=5)[N:23]=[N:22][N:21]=4)[CH2:16][CH2:15]3)[C:6]=12.